From a dataset of NCI-60 drug combinations with 297,098 pairs across 59 cell lines. Regression. Given two drug SMILES strings and cell line genomic features, predict the synergy score measuring deviation from expected non-interaction effect. (1) Synergy scores: CSS=-4.60, Synergy_ZIP=3.10, Synergy_Bliss=2.42, Synergy_Loewe=-3.18, Synergy_HSA=-4.90. Drug 1: CC1=C(C(CCC1)(C)C)C=CC(=CC=CC(=CC(=O)O)C)C. Cell line: LOX IMVI. Drug 2: CC1=C(C(=CC=C1)Cl)NC(=O)C2=CN=C(S2)NC3=CC(=NC(=N3)C)N4CCN(CC4)CCO. (2) Drug 1: CN1CCC(CC1)COC2=C(C=C3C(=C2)N=CN=C3NC4=C(C=C(C=C4)Br)F)OC. Drug 2: C1CCC(C(C1)N)N.C(=O)(C(=O)[O-])[O-].[Pt+4]. Cell line: SF-295. Synergy scores: CSS=14.5, Synergy_ZIP=-3.53, Synergy_Bliss=1.50, Synergy_Loewe=-2.89, Synergy_HSA=2.58.